Dataset: Tyrosyl-DNA phosphodiesterase HTS with 341,365 compounds. Task: Binary Classification. Given a drug SMILES string, predict its activity (active/inactive) in a high-throughput screening assay against a specified biological target. (1) The molecule is Brc1cc2c(N(C(=O)C3CC3)CC2)c(S(=O)(=O)N(CC)c2ccccc2)c1. The result is 0 (inactive). (2) The molecule is O1c2c(OC1)ccc(NC(Oc1ccccc1)=O)c2. The result is 0 (inactive). (3) The drug is s1c(N(C(=O)c2c(noc2C)CC)CC)nc2c1cccc2C. The result is 0 (inactive). (4) The molecule is Clc1c(nn(c1C(=O)Nc1c2c(ccc1)cccc2)C)CCC. The result is 0 (inactive).